Dataset: Full USPTO retrosynthesis dataset with 1.9M reactions from patents (1976-2016). Task: Predict the reactants needed to synthesize the given product. (1) Given the product [Br:1][C:2]1[CH:3]=[C:4]2[N:12]([CH2:22][O:21][CH2:20][CH2:19][Si:16]([CH3:18])([CH3:17])[CH3:15])[N:11]=[CH:10][C:5]2=[N:6][C:7]=1[CH:8]=[CH2:9], predict the reactants needed to synthesize it. The reactants are: [Br:1][C:2]1[CH:3]=[C:4]2[NH:12][N:11]=[CH:10][C:5]2=[N:6][C:7]=1[CH:8]=[CH2:9].[H-].[Na+].[CH3:15][Si:16]([CH2:19][CH2:20][O:21][CH2:22]Cl)([CH3:18])[CH3:17]. (2) Given the product [CH2:39]([CH:37]([C:35]1[CH:36]=[C:31]([OH:30])[CH:32]=[C:33]([CH:47]([CH2:49][CH2:50][CH2:51][CH3:52])[CH2:53][CH2:54][CH2:55][CH3:56])[CH:34]=1)[CH2:43][CH2:44][CH2:45][CH3:46])[CH2:40][CH2:41][CH3:42], predict the reactants needed to synthesize it. The reactants are: C(OC1C=C(C(C)(C)O)C=C(C(C)(C)O)C=1)C1C=CC=CC=1.C([O:30][C:31]1[CH:32]=[C:33]([C:47]([CH2:53][CH2:54][CH2:55][CH3:56])([CH2:49][CH2:50][CH2:51][CH3:52])O)[CH:34]=[C:35]([C:37]([CH2:43][CH2:44][CH2:45][CH3:46])([CH2:39][CH2:40][CH2:41][CH3:42])O)[CH:36]=1)C1C=CC=CC=1. (3) Given the product [CH2:6]([O:5][C:3]([C:2]1[S:8][CH:10]=[C:11]([C:12]([OH:14])=[O:13])[N:1]=1)=[O:4])[CH3:7], predict the reactants needed to synthesize it. The reactants are: [NH2:1][C:2](=[S:8])[C:3]([O:5][CH2:6][CH3:7])=[O:4].Br[CH2:10][C:11](=O)[C:12]([OH:14])=[O:13].O.